Dataset: Catalyst prediction with 721,799 reactions and 888 catalyst types from USPTO. Task: Predict which catalyst facilitates the given reaction. (1) Product: [CH2:70]([O:72][CH:73]([O:82][CH:90]([O:46][CH2:26][CH3:27])[CH3:91])[CH3:74])[CH3:71]. Reactant: C1(S(C(C2C(C)(C)CCCC=2C)C(O)C(C)=CCCC(C)=CC(S(C2C=CC=CC=2)(=O)=O)CC=C(C)CCC=C(C)[CH:26]([OH:46])[CH:27](S(C2C=CC=CC=2)(=O)=O)C2C(C)(C)CCCC=2C)(=O)=O)C=CC=CC=1.[CH:70]([O:72][CH2:73][CH3:74])=[CH2:71].C1(C)C=CC(S([O-])(=O)=[O:82])=CC=1.[NH+]1[CH:91]=[CH:90]C=CC=1. The catalyst class is: 2. (2) Reactant: [C:1]([NH:7][CH2:8][CH2:9][CH:10]1[CH2:15][CH2:14][N:13](C(OC(C)(C)C)=O)[CH2:12][CH2:11]1)(=[O:6])[C:2]([CH3:5])([CH3:4])[CH3:3].Cl. Product: [NH:13]1[CH2:14][CH2:15][CH:10]([CH2:9][CH2:8][NH:7][C:1](=[O:6])[C:2]([CH3:4])([CH3:3])[CH3:5])[CH2:11][CH2:12]1. The catalyst class is: 1. (3) Reactant: [CH2:1]([O:8][CH2:9][CH2:10][CH2:11][CH2:12][C:13]([OH:15])=O)[C:2]1[CH:7]=[CH:6][CH:5]=[CH:4][CH:3]=1.C(Cl)(=O)C([Cl:19])=O. Product: [CH2:1]([O:8][CH2:9][CH2:10][CH2:11][CH2:12][C:13]([Cl:19])=[O:15])[C:2]1[CH:7]=[CH:6][CH:5]=[CH:4][CH:3]=1. The catalyst class is: 48. (4) Reactant: [Br:1][C:2]1[CH:15]=[CH:14][C:13]2[C:12]([C:17]3[CH:22]=[CH:21][CH:20]=[CH:19][CH:18]=3)(O)[C:11]3[C:6](=[CH:7][CH:8]=[CH:9][CH:10]=3)[C:5]([C:24]3[CH:29]=[CH:28][CH:27]=[CH:26][CH:25]=3)(O)[C:4]=2[CH:3]=1.[I-].[K+].O.[PH2](=O)[O-].[Na+].[PH2](=O)O. Product: [Br:1][C:2]1[CH:15]=[CH:14][C:13]2[C:4](=[C:5]([C:24]3[CH:29]=[CH:28][CH:27]=[CH:26][CH:25]=3)[C:6]3[C:11]([C:12]=2[C:17]2[CH:22]=[CH:21][CH:20]=[CH:19][CH:18]=2)=[CH:10][CH:9]=[CH:8][CH:7]=3)[CH:3]=1. The catalyst class is: 15. (5) Reactant: [Br:1][C:2]1[N:3]=[CH:4][C:5]2[N:6]([C:8](I)=[CH:9][N:10]=2)[CH:7]=1.[F:12][C:13]1[CH:18]=[CH:17][C:16](B(O)O)=[CH:15][CH:14]=1.C([O-])([O-])=O.[K+].[K+]. Product: [Br:1][C:2]1[N:3]=[CH:4][C:5]2[N:6]([C:8]([C:16]3[CH:17]=[CH:18][C:13]([F:12])=[CH:14][CH:15]=3)=[CH:9][N:10]=2)[CH:7]=1. The catalyst class is: 75. (6) The catalyst class is: 2. Reactant: [C:1]12([C:11]3[CH:16]=[CH:15][C:14]([OH:17])=[C:13]([Br:18])[CH:12]=3)[CH2:10][CH:5]3[CH2:6][CH:7]([CH2:9][CH:3]([CH2:4]3)[CH2:2]1)[CH2:8]2.F[B-](F)(F)F.[O:24]=[N+:25]=[O:26].O. Product: [C:1]12([C:11]3[CH:16]=[C:15]([N+:25]([O-:26])=[O:24])[C:14]([OH:17])=[C:13]([Br:18])[CH:12]=3)[CH2:2][CH:3]3[CH2:9][CH:7]([CH2:6][CH:5]([CH2:4]3)[CH2:10]1)[CH2:8]2. (7) Reactant: [C:1]([Si:5]([CH3:8])([CH3:7])Cl)([CH3:4])([CH3:3])[CH3:2].[CH3:9][NH:10][CH2:11][CH2:12][OH:13].N1C=CN=C1.O. Product: [Si:5]([O:13][CH2:12][CH2:11][NH:10][CH3:9])([C:1]([CH3:4])([CH3:3])[CH3:2])([CH3:8])[CH3:7]. The catalyst class is: 4. (8) Reactant: [F:1][C:2]([F:12])([F:11])[O:3][C:4]1[CH:5]=[C:6]([CH:8]=[CH:9][CH:10]=1)[NH2:7].P(=O)(O)(O)O.[N+]([O-])(O)=O.[N:22]([O-])=O.[Na+].C([O-])(=O)C.[K+].[C:31]([CH2:34][C:35](=[O:37])[CH3:36])(=[O:33])[CH3:32]. Product: [F:1][C:2]([F:11])([F:12])[O:3][C:4]1[CH:5]=[C:6]([NH:7][N:22]=[C:34]([C:35](=[O:37])[CH3:36])[C:31](=[O:33])[CH3:32])[CH:8]=[CH:9][CH:10]=1. The catalyst class is: 97. (9) Reactant: N([O-])=O.[Na+].N[C:6]1[S:7][C:8]2[C:13]([NH:14][C@H:15]([CH2:18][CH:19]([CH3:21])[CH3:20])[CH2:16][OH:17])=[N:12][C:11]([SH:22])=[N:10][C:9]=2[N:23]=1.[ClH:24]. Product: [Cl:24][C:6]1[S:7][C:8]2[C:13]([NH:14][C@H:15]([CH2:18][CH:19]([CH3:21])[CH3:20])[CH2:16][OH:17])=[N:12][C:11]([S:22][S:22][C:11]3[N:12]=[C:13]([NH:14][C@@H:15]([CH2:16][OH:17])[CH2:18][CH:19]([CH3:20])[CH3:21])[C:8]4[S:7][C:6]([Cl:24])=[N:23][C:9]=4[N:10]=3)=[N:10][C:9]=2[N:23]=1. The catalyst class is: 192.